This data is from Forward reaction prediction with 1.9M reactions from USPTO patents (1976-2016). The task is: Predict the product of the given reaction. (1) Given the reactants [Br-].[CH2:2]([S+]1CCCC1)[C:3]1[CH:8]=[CH:7][CH:6]=[CH:5][CH:4]=1.[CH2:14]([O:16][C:17](=[O:25])/[CH:18]=[CH:19]/[CH:20]1[CH2:24][CH2:23][CH2:22][CH2:21]1)[CH3:15].C1OCCOCCOCCOC1.[Li+].C[Si]([N-][Si](C)(C)C)(C)C, predict the reaction product. The product is: [CH2:14]([O:16][C:17]([C@@H:18]1[C@H:2]([C:3]2[CH:4]=[CH:5][CH:6]=[CH:7][CH:8]=2)[C@H:19]1[CH:20]1[CH2:21][CH2:22][CH2:23][CH2:24]1)=[O:25])[CH3:15]. (2) The product is: [C:1]([C:3]1[CH:4]=[C:5]([CH:28]=[CH:29][CH:30]=1)[O:6][C:7]1[N:12]=[C:11]([O:13][C:14]2[CH:15]=[C:41]([CH:20]=[CH:21][C:22]=2[O:23][CH3:24])[C:42]([N:38]([CH3:31])[CH3:39])=[O:46])[C:10]([F:25])=[C:9]([CH3:26])[C:8]=1[F:27])#[N:2]. Given the reactants [C:1]([C:3]1[CH:4]=[C:5]([CH:28]=[CH:29][CH:30]=1)[O:6][C:7]1[N:12]=[C:11]([O:13][C:14]2[CH:15]=C([CH:20]=[CH:21][C:22]=2[O:23][CH3:24])C(O)=O)[C:10]([F:25])=[C:9]([CH3:26])[C:8]=1[F:27])#[N:2].[C:31]([N:38]1[CH:42]=[CH:41]N=[CH:39]1)(N1C=CN=C1)=O.CNC.[O:46]1CCCC1, predict the reaction product. (3) Given the reactants [C:1]([O:4][C@@H:5]1[C@@H:10]([O:11][C:12](=[O:14])[CH3:13])[C@H:9]([O:15][C:16](=[O:18])[CH3:17])[C@@H:8]([CH2:19][O:20][C:21](=[O:23])[CH3:22])[O:7][C@H:6]1[O:24][C:25]1[C:29]([CH2:30][C:31]2[CH:36]=[CH:35][C:34]([O:37][CH2:38][C:39]([C:42]([O:44]CC3C=CC=CC=3)=[O:43])([CH3:41])[CH3:40])=[CH:33][CH:32]=2)=[C:28]([CH:52]([CH3:54])[CH3:53])[NH:27][N:26]=1)(=[O:3])[CH3:2], predict the reaction product. The product is: [C:1]([O:4][C@@H:5]1[C@@H:10]([O:11][C:12](=[O:14])[CH3:13])[C@H:9]([O:15][C:16](=[O:18])[CH3:17])[C@@H:8]([CH2:19][O:20][C:21](=[O:23])[CH3:22])[O:7][C@H:6]1[O:24][C:25]1[C:29]([CH2:30][C:31]2[CH:32]=[CH:33][C:34]([O:37][CH2:38][C:39]([C:42]([OH:44])=[O:43])([CH3:41])[CH3:40])=[CH:35][CH:36]=2)=[C:28]([CH:52]([CH3:54])[CH3:53])[NH:27][N:26]=1)(=[O:3])[CH3:2]. (4) Given the reactants [Br:1][C:2]1[CH:3]=[C:4]([C:9]2[C:13]([CH2:14][CH2:15][C:16](OC)=[O:17])=[CH:12][O:11][N:10]=2)[CH:5]=[CH:6][C:7]=1[F:8].[H-].C([Al+]CC(C)C)C(C)C.Cl, predict the reaction product. The product is: [Br:1][C:2]1[CH:3]=[C:4]([C:9]2[C:13]([CH2:14][CH2:15][CH2:16][OH:17])=[CH:12][O:11][N:10]=2)[CH:5]=[CH:6][C:7]=1[F:8]. (5) Given the reactants I[CH2:2][C:3]([O:5][CH2:6][CH3:7])=[O:4].C(=O)([O-])[O-].[K+].[K+].CN(C)C=O.[OH:19][C:20]1[CH:21]=[C:22]2[C:27](=[CH:28][CH:29]=1)[CH:26]=[C:25]([CH:30]=[O:31])[CH:24]=[CH:23]2, predict the reaction product. The product is: [CH:30]([C:25]1[CH:26]=[C:27]2[C:22](=[CH:23][CH:24]=1)[CH:21]=[C:20]([O:19][CH2:2][C:3]([O:5][CH2:6][CH3:7])=[O:4])[CH:29]=[CH:28]2)=[O:31].